From a dataset of Reaction yield outcomes from USPTO patents with 853,638 reactions. Predict the reaction yield, written as a fraction of the theoretical maximum amount of product (1.0 means a 100% yield; for example, 0.34 means a 34% yield). (1) The reactants are [Cl:1][C:2]1[CH:7]=[C:6]([F:8])[CH:5]=[CH:4][C:3]=1[OH:9].C(N(CC)CC)C.Cl[C:18]([O:20][CH2:21][CH3:22])=[O:19]. The catalyst is ClCCl. The product is [CH2:21]([O:20][C:18](=[O:19])[O:9][C:3]1[CH:4]=[CH:5][C:6]([F:8])=[CH:7][C:2]=1[Cl:1])[CH3:22]. The yield is 1.00. (2) The reactants are C[O-].[Na+].C(=O)(O)O.[NH2:8][C:9]([NH2:11])=[NH:10].C([O:14][C:15](=O)[C:16]([O:20][C:21]1[CH:26]=[C:25]([CH3:27])[C:24]([O:28][CH3:29])=[CH:23][C:22]=1[CH:30]([CH3:32])[CH3:31])=[CH:17]OC)C. The catalyst is CS(C)=O. The product is [NH2:10][C:9]1[NH:11][C:15](=[O:14])[C:16]([O:20][C:21]2[CH:26]=[C:25]([CH3:27])[C:24]([O:28][CH3:29])=[CH:23][C:22]=2[CH:30]([CH3:32])[CH3:31])=[CH:17][N:8]=1. The yield is 0.220. (3) The reactants are [OH:1][C:2]1[CH:3]=[C:4]2[C:9](=[CH:10][CH:11]=1)[CH:8]=[C:7]([C:12]#[N:13])[CH:6]=[CH:5]2.[C:14]([C@@H:18]1[CH2:23][CH2:22][C@H:21](O)[CH2:20][CH2:19]1)([CH3:17])([CH3:16])[CH3:15].C1C=CC(P(C2C=CC=CC=2)C2C=CC=CC=2)=CC=1.CC(OC(/N=N/C(OC(C)C)=O)=O)C. The catalyst is O.C1(C)C=CC=CC=1. The product is [C:14]([C@H:18]1[CH2:23][CH2:22][C@H:21]([O:1][C:2]2[CH:3]=[C:4]3[C:9](=[CH:10][CH:11]=2)[CH:8]=[C:7]([C:12]#[N:13])[CH:6]=[CH:5]3)[CH2:20][CH2:19]1)([CH3:17])([CH3:16])[CH3:15]. The yield is 0.860.